Dataset: Reaction yield outcomes from USPTO patents with 853,638 reactions. Task: Predict the reaction yield, written as a fraction of the theoretical maximum amount of product (1.0 means a 100% yield; for example, 0.34 means a 34% yield). (1) The reactants are C[O:2][C:3](=[O:24])[C:4]1[CH:9]=[CH:8][C:7]([O:10][CH2:11][C:12]2[C:13]([C:18]3[CH:23]=[CH:22][CH:21]=[CH:20][CH:19]=3)=[N:14][O:15][C:16]=2[CH3:17])=[N:6][CH:5]=1.[OH-].[Na+]. The catalyst is C(O)C. The product is [CH3:17][C:16]1[O:15][N:14]=[C:13]([C:18]2[CH:19]=[CH:20][CH:21]=[CH:22][CH:23]=2)[C:12]=1[CH2:11][O:10][C:7]1[CH:8]=[CH:9][C:4]([C:3]([OH:24])=[O:2])=[CH:5][N:6]=1. The yield is 0.450. (2) The reactants are [C:1]([C:5]1[CH:6]=[C:7]2[C:12](=[C:13]([F:15])[CH:14]=1)[C:11](=[O:16])[N:10]([C:17]1[N:24]=[CH:23][CH:22]=[C:21]([C:25]3[CH:30]=[C:29]([NH:31][C:32]4[CH:44]=[C:35]5[CH2:36][N:37]([CH2:40][CH2:41][O:42][CH3:43])[CH2:38][CH2:39][N:34]5[N:33]=4)[C:28](=[O:45])[N:27]([CH3:46])[CH:26]=3)[C:18]=1[CH:19]=[O:20])[N:9]=[CH:8]2)([CH3:4])([CH3:3])[CH3:2].[BH4-].[Na+]. The catalyst is ClCCl.CO. The product is [C:1]([C:5]1[CH:6]=[C:7]2[C:12](=[C:13]([F:15])[CH:14]=1)[C:11](=[O:16])[N:10]([C:17]1[C:18]([CH2:19][OH:20])=[C:21]([C:25]3[CH:30]=[C:29]([NH:31][C:32]4[CH:44]=[C:35]5[CH2:36][N:37]([CH2:40][CH2:41][O:42][CH3:43])[CH2:38][CH2:39][N:34]5[N:33]=4)[C:28](=[O:45])[N:27]([CH3:46])[CH:26]=3)[CH:22]=[CH:23][N:24]=1)[N:9]=[CH:8]2)([CH3:4])([CH3:2])[CH3:3]. The yield is 0.270.